Dataset: Reaction yield outcomes from USPTO patents with 853,638 reactions. Task: Predict the reaction yield, written as a fraction of the theoretical maximum amount of product (1.0 means a 100% yield; for example, 0.34 means a 34% yield). The yield is 0.850. The catalyst is C1(C)C=CC=CC=1.C(OCC)(=O)C. The reactants are [C:1]([Si:5]([CH3:41])([CH3:40])[O:6][CH:7]([C:36]([CH3:39])([CH3:38])[CH3:37])[CH2:8][CH2:9][C:10]1[CH:15]=[CH:14][C:13]([C:16]([C:21]2[CH:26]=[CH:25][C:24]([C:27]3[O:31][C:30]([CH:32]=O)=[CH:29][CH:28]=3)=[C:23]([CH3:34])[CH:22]=2)([CH2:19][CH3:20])[CH2:17][CH3:18])=[CH:12][C:11]=1[CH3:35])([CH3:4])([CH3:3])[CH3:2].C[Si]([N-][Si](C)(C)C)(C)C.[K+].[Cl-].[CH3:53][O:54][CH2:55][P+](C1C=CC=CC=1)(C1C=CC=CC=1)C1C=CC=CC=1.[Cl-].[NH4+]. The product is [C:1]([Si:5]([O:6][CH:7]([CH2:8][CH2:9][C:10]1[CH:15]=[CH:14][C:13]([C:16]([CH2:17][CH3:18])([C:21]2[CH:26]=[CH:25][C:24]([C:27]3[O:31][C:30]([CH:32]=[CH:53][O:54][CH3:55])=[CH:29][CH:28]=3)=[C:23]([CH3:34])[CH:22]=2)[CH2:19][CH3:20])=[CH:12][C:11]=1[CH3:35])[C:36]([CH3:38])([CH3:39])[CH3:37])([CH3:40])[CH3:41])([CH3:4])([CH3:2])[CH3:3].